From a dataset of Catalyst prediction with 721,799 reactions and 888 catalyst types from USPTO. Predict which catalyst facilitates the given reaction. (1) Reactant: [C:1]([O:5][C:6]([N:8]1[C:16]2[C:11](=[CH:12][CH:13]=[C:14]([N+:17]([O-])=O)[CH:15]=2)[C:10]([N:20]([C:29]([O:31][C:32]([CH3:35])([CH3:34])[CH3:33])=[O:30])[CH2:21][CH2:22][N:23]2[CH2:28][CH2:27][CH2:26][CH2:25][CH2:24]2)=[N:9]1)=[O:7])([CH3:4])([CH3:3])[CH3:2]. Product: [C:1]([O:5][C:6]([N:8]1[C:16]2[C:11](=[CH:12][CH:13]=[C:14]([NH2:17])[CH:15]=2)[C:10]([N:20]([C:29]([O:31][C:32]([CH3:35])([CH3:34])[CH3:33])=[O:30])[CH2:21][CH2:22][N:23]2[CH2:24][CH2:25][CH2:26][CH2:27][CH2:28]2)=[N:9]1)=[O:7])([CH3:4])([CH3:3])[CH3:2]. The catalyst class is: 19. (2) Reactant: [OH-].[K+].O1CCCC1.[CH2:8]([O:15][C:16]1[CH:21]=[CH:20][C:19]([CH:22]2[CH2:27][CH2:26][N:25]([C:28]([O:30][C:31]([CH3:34])([CH3:33])[CH3:32])=[O:29])[CH2:24][CH:23]2[O:35]C(=O)C2C=CC([N+]([O-])=O)=CC=2)=[CH:18][CH:17]=1)[C:9]1[CH:14]=[CH:13][CH:12]=[CH:11][CH:10]=1. Product: [CH2:8]([O:15][C:16]1[CH:17]=[CH:18][C:19]([C@H:22]2[CH2:27][CH2:26][N:25]([C:28]([O:30][C:31]([CH3:33])([CH3:32])[CH3:34])=[O:29])[CH2:24][C@H:23]2[OH:35])=[CH:20][CH:21]=1)[C:9]1[CH:14]=[CH:13][CH:12]=[CH:11][CH:10]=1. The catalyst class is: 6. (3) Reactant: [F:1][C:2]([F:25])([F:24])[C:3]1[CH:23]=[CH:22][CH:21]=[CH:20][C:4]=1[CH2:5][CH:6]1[CH2:9][N:8]([C:10]2[N:15]=[N:14][C:13]([C:16](OC)=[O:17])=[CH:12][CH:11]=2)[CH2:7]1.O.[NH2:27][NH2:28]. Product: [F:25][C:2]([F:1])([F:24])[C:3]1[CH:23]=[CH:22][CH:21]=[CH:20][C:4]=1[CH2:5][CH:6]1[CH2:7][N:8]([C:10]2[N:15]=[N:14][C:13]([C:16]([NH:27][NH2:28])=[O:17])=[CH:12][CH:11]=2)[CH2:9]1. The catalyst class is: 5. (4) Reactant: [CH3:1][O:2][CH2:3][O:4][CH2:5][CH2:6][C:7]1[C:16]([CH3:17])=[C:15]2[C:10]([CH2:11][CH2:12][C:13](=[O:18])[NH:14]2)=[CH:9][C:8]=1[CH2:19][CH2:20]C(OCC)=O.[OH-:26].[Na+].Cl. Product: [CH3:1][O:2][CH2:3][O:4][CH2:5][CH2:6][C:7]1[C:16]([CH3:17])=[C:15]2[C:10]([CH2:11][CH2:12][C:13](=[O:18])[NH:14]2)=[CH:9][C:8]=1[CH2:19][CH2:20][NH:14][C:13](=[O:18])[O:26][C:7]([CH3:16])([CH3:8])[CH3:6]. The catalyst class is: 301. (5) The catalyst class is: 40. Product: [NH2:1][C:2]1[C:3]2[C:13]([O:14][CH2:15][C:16]([NH:19][C:20]([C:21]3[CH:26]=[CH:25][N:24]=[C:23]([C:27]([NH2:28])=[O:30])[CH:22]=3)=[O:29])([CH3:18])[CH3:17])=[CH:12][CH:11]=[CH:10][C:4]=2[NH:5][S:6](=[O:9])(=[O:8])[N:7]=1. Reactant: [NH2:1][C:2]1[C:3]2[C:13]([O:14][CH2:15][C:16]([NH:19][C:20](=[O:29])[C:21]3[CH:26]=[CH:25][N:24]=[C:23]([C:27]#[N:28])[CH:22]=3)([CH3:18])[CH3:17])=[CH:12][CH:11]=[CH:10][C:4]=2[NH:5][S:6](=[O:9])(=[O:8])[N:7]=1.[OH-:30].[Na+].Cl. (6) Reactant: C1(C[N:8]2[CH2:13][CH2:12][C@@H:11]([CH2:14][OH:15])[C@H:10]([OH:16])[CH2:9]2)C=CC=CC=1. Product: [OH:16][C@H:10]1[C@H:11]([CH2:14][OH:15])[CH2:12][CH2:13][NH:8][CH2:9]1. The catalyst class is: 19. (7) Reactant: [CH2:1]([O:3][C:4]([C:6]1[CH:14]=[C:13]2[C:9]([C:10]([C:25]([OH:27])=O)=[C:11]([CH:22]([CH3:24])[CH3:23])[N:12]2[CH2:15][C:16]2[CH:21]=[CH:20][CH:19]=[CH:18][N:17]=2)=[CH:8][CH:7]=1)=[O:5])[CH3:2].C(Cl)CCl.[F:32][C:33]1[CH:34]=[C:35]([CH2:39][NH2:40])[CH:36]=[N:37][CH:38]=1. Product: [F:32][C:33]1[CH:34]=[C:35]([CH2:39][NH:40][C:25]([C:10]2[C:9]3[C:13](=[CH:14][C:6]([C:4]([O:3][CH2:1][CH3:2])=[O:5])=[CH:7][CH:8]=3)[N:12]([CH2:15][C:16]3[CH:21]=[CH:20][CH:19]=[CH:18][N:17]=3)[C:11]=2[CH:22]([CH3:24])[CH3:23])=[O:27])[CH:36]=[N:37][CH:38]=1. The catalyst class is: 64.